From a dataset of Reaction yield outcomes from USPTO patents with 853,638 reactions. Predict the reaction yield, written as a fraction of the theoretical maximum amount of product (1.0 means a 100% yield; for example, 0.34 means a 34% yield). The reactants are [CH3:1][C:2]1[CH:7]=[CH:6][CH:5]=[CH:4][C:3]=1[OH:8].[Br:9][CH2:10][CH2:11][CH2:12]Br.C([O-])([O-])=O.[Cs+].[Cs+]. The catalyst is C(#N)C. The product is [CH3:1][C:2]1[CH:7]=[CH:6][CH:5]=[CH:4][C:3]=1[O:8][CH2:12][CH2:11][CH2:10][Br:9]. The yield is 0.441.